This data is from Catalyst prediction with 721,799 reactions and 888 catalyst types from USPTO. The task is: Predict which catalyst facilitates the given reaction. (1) Reactant: [NH2:1][C:2]1[N:10]=[CH:9][N:8]=[C:7]2[C:3]=1[N:4]=[CH:5][N:6]2[C@H:11]1[C@@H:15]2[O:16]C(C)(C)[O:18][C@@H:14]2[C@@H:13]([CH2:21][S:22][CH2:23][CH2:24][CH2:25][NH:26][C:27]([NH:29][C:30]2[CH:35]=[CH:34][C:33]([C:36]([CH3:39])([CH3:38])[CH3:37])=[CH:32][CH:31]=2)=[O:28])[O:12]1. Product: [NH2:1][C:2]1[N:10]=[CH:9][N:8]=[C:7]2[C:3]=1[N:4]=[CH:5][N:6]2[C@@H:11]1[O:12][C@H:13]([CH2:21][S:22][CH2:23][CH2:24][CH2:25][NH:26][C:27]([NH:29][C:30]2[CH:31]=[CH:32][C:33]([C:36]([CH3:37])([CH3:38])[CH3:39])=[CH:34][CH:35]=2)=[O:28])[C@@H:14]([OH:18])[C@H:15]1[OH:16]. The catalyst class is: 484. (2) Reactant: Cl.[CH2:2]([C:4]1[N:8]2[CH2:9][CH2:10][NH:11][CH2:12][C:7]2=[N:6][N:5]=1)[CH3:3].[CH3:13][C:14]([CH3:34])([O:16][C:17]([NH:19][C@H:20]([CH2:25][C:26]1[CH:31]=[CH:30][C:29]([F:32])=[C:28]([F:33])[CH:27]=1)[CH2:21][C:22](O)=[O:23])=[O:18])[CH3:15].CCN(C(C)C)C(C)C.C1C=CC2N(O)N=NC=2C=1.C(Cl)CCl. Product: [CH3:15][C:14]([CH3:34])([O:16][C:17]([NH:19][C@H:20]([CH2:25][C:26]1[CH:31]=[CH:30][C:29]([F:32])=[C:28]([F:33])[CH:27]=1)[CH2:21][C:22]([N:11]1[CH2:10][CH2:9][N:8]2[C:4]([CH2:2][CH3:3])=[N:5][N:6]=[C:7]2[CH2:12]1)=[O:23])=[O:18])[CH3:13]. The catalyst class is: 4. (3) Reactant: [CH3:1][N:2]1[CH2:7][CH2:6][NH:5][CH2:4][CH2:3]1.C(O[C:11](=[O:16])[C:12]([Br:15])([F:14])[F:13])C. Product: [Br:15][C:12]([F:13])([F:14])[C:11]([N:5]1[CH2:6][CH2:7][N:2]([CH3:1])[CH2:3][CH2:4]1)=[O:16]. The catalyst class is: 1.